Dataset: Reaction yield outcomes from USPTO patents with 853,638 reactions. Task: Predict the reaction yield, written as a fraction of the theoretical maximum amount of product (1.0 means a 100% yield; for example, 0.34 means a 34% yield). (1) The reactants are C[Si](C)(C)[N:3]([C@H:8]([B:13]1[O:17][C@@H:16]2[CH2:18][C@@H:19]3[CH2:22][C@H:21]([C@:15]2([CH3:25])[O:14]1)[C:20]3([CH3:24])[CH3:23])[CH2:9][CH:10]([CH3:12])[CH3:11])[Si](C)(C)C.[ClH:28]. The catalyst is O1CCOCC1.C(OCC)C. The product is [ClH:28].[CH3:25][C@:15]12[C@H:21]3[CH2:22][C@H:19]([C:20]3([CH3:23])[CH3:24])[CH2:18][C@H:16]1[O:17][B:13]([C@@H:8]([NH2:3])[CH2:9][CH:10]([CH3:12])[CH3:11])[O:14]2. The yield is 0.660. (2) The yield is 0.460. The reactants are Cl.[CH3:2][O:3][C:4]1[CH:5]=[C:6]([CH:11]=[CH:12][C:13]=1[C:14]1[O:18][C:17]([CH3:19])=[N:16][CH:15]=1)[C:7]([NH:9][NH2:10])=O.Cl.Cl[CH2:22][CH2:23][CH2:24][CH:25]([C:31]1[CH:36]=[CH:35][C:34]([Cl:37])=[C:33]([Cl:38])[CH:32]=1)[C:26](=[NH:30])OCC.N1C=CN=C1. The catalyst is CO. The product is [Cl:38][C:33]1[CH:32]=[C:31]([CH:25]2[CH2:24][CH2:23][CH2:22][N:10]3[N:9]=[C:7]([C:6]4[CH:11]=[CH:12][C:13]([C:14]5[O:18][C:17]([CH3:19])=[N:16][CH:15]=5)=[C:4]([O:3][CH3:2])[CH:5]=4)[N:30]=[C:26]23)[CH:36]=[CH:35][C:34]=1[Cl:37]. (3) The yield is 0.520. The reactants are C(OC([NH:8][C@@:9]1([CH3:43])[C@H:13]([N:14]2[CH:19]=[CH:18][C:17](=[O:20])[NH:16][C:15]2=[O:21])[O:12][C@H:11]([CH2:22][O:23][P:24]([NH:33][C@@H:34]([CH3:41])[C:35]([O:37][CH:38]([CH3:40])[CH3:39])=[O:36])([O:26][C:27]2[CH:32]=[CH:31][CH:30]=[CH:29][CH:28]=2)=[O:25])[C@H:10]1[OH:42])=O)(C)(C)C. The catalyst is C(O)(=O)C. The product is [NH2:8][C@@:9]1([CH3:43])[C@H:13]([N:14]2[CH:19]=[CH:18][C:17](=[O:20])[NH:16][C:15]2=[O:21])[O:12][C@H:11]([CH2:22][O:23][P:24]([NH:33][C@@H:34]([CH3:41])[C:35]([O:37][CH:38]([CH3:39])[CH3:40])=[O:36])([O:26][C:27]2[CH:32]=[CH:31][CH:30]=[CH:29][CH:28]=2)=[O:25])[C@H:10]1[OH:42].